This data is from Catalyst prediction with 721,799 reactions and 888 catalyst types from USPTO. The task is: Predict which catalyst facilitates the given reaction. (1) Reactant: [S:1]([Cl:5])(Cl)(=[O:3])=[O:2].[NH2:6][CH2:7][CH2:8][P:9](=[O:16])([O:13][CH2:14][CH3:15])[O:10][CH2:11][CH3:12].C(N(CC)CC)C. Product: [Cl:5][S:1]([NH:6][CH2:7][CH2:8][P:9](=[O:16])([O:10][CH2:11][CH3:12])[O:13][CH2:14][CH3:15])(=[O:3])=[O:2]. The catalyst class is: 4. (2) Reactant: [S:1]1[CH:5]=[CH:4][N:3]=[C:2]1[NH:6][C:7]1[C:15]2[C:10](=[CH:11][CH:12]=[C:13]([NH2:16])[CH:14]=2)[NH:9][N:8]=1.C(N(CC)CC)C.[C:24](Cl)(=[O:26])[CH3:25]. Product: [S:1]1[CH:5]=[CH:4][N:3]=[C:2]1[NH:6][C:7]1[C:15]2[C:10](=[CH:11][CH:12]=[C:13]([NH:16][C:24](=[O:26])[CH3:25])[CH:14]=2)[NH:9][N:8]=1. The catalyst class is: 674.